This data is from Full USPTO retrosynthesis dataset with 1.9M reactions from patents (1976-2016). The task is: Predict the reactants needed to synthesize the given product. (1) Given the product [Cl:1][C:2]1[CH:3]=[C:4]([N:50]([CH2:49][C:48]2[CH:47]=[CH:46][C:45]([O:44][CH3:43])=[CH:58][CH:57]=2)[C:51]2[CH:56]=[CH:55][CH:54]=[CH:53][N:52]=2)[C:5]2[N:6]([C:8]([C:11]([NH:13][C:14]3[CH:19]=[CH:18][N:17]=[CH:16][C:15]=3[F:20])=[O:12])=[CH:9][N:10]=2)[N:7]=1, predict the reactants needed to synthesize it. The reactants are: [Cl:1][C:2]1[CH:3]=[C:4](Cl)[C:5]2[N:6]([C:8]([C:11]([NH:13][C:14]3[CH:19]=[CH:18][N:17]=[CH:16][C:15]=3[F:20])=[O:12])=[CH:9][N:10]=2)[N:7]=1.BrC1C2N(C(C(NC3C=CN=CC=3F)=O)=CN=2)N=C(Cl)C=1.[CH3:43][O:44][C:45]1[CH:58]=[CH:57][C:48]([CH2:49][NH:50][C:51]2[CH:56]=[CH:55][CH:54]=[CH:53][N:52]=2)=[CH:47][CH:46]=1.CC(C)([O-])C.[K+]. (2) The reactants are: C([O:5][NH:6][C:7](=[O:21])[C:8]1[CH:13]=[CH:12][C:11]([C:14]2[CH:19]=[CH:18][CH:17]=[C:16]([NH2:20])[CH:15]=2)=[CH:10][CH:9]=1)(C)(C)C.[Cl:22][C:23]1[CH:24]=[C:25]([CH:29]=[CH:30][C:31]=1[Cl:32])[C:26](Cl)=[O:27]. Given the product [OH:5][NH:6][C:7](=[O:21])[C:8]1[CH:9]=[CH:10][C:11]([C:14]2[CH:19]=[CH:18][CH:17]=[C:16]([NH:20][C:26]([C:25]3[CH:29]=[CH:30][C:31]([Cl:32])=[C:23]([Cl:22])[CH:24]=3)=[O:27])[CH:15]=2)=[CH:12][CH:13]=1, predict the reactants needed to synthesize it. (3) Given the product [CH2:24]=[CH:25][C:26]1[CH:31]=[CH:30][CH:29]=[CH:28][CH:27]=1.[C:32]([O:36][CH2:37][CH2:38][CH2:39][CH3:40])(=[O:35])[CH:33]=[CH2:34].[C:41]([OH:45])(=[O:44])[CH:42]=[CH2:43], predict the reactants needed to synthesize it. The reactants are: C(OS(C1C=CC=CC=1)(=O)=O)CCCCCCCCCCC.[Na].[CH2:24]=[CH:25][C:26]1[CH:31]=[CH:30][CH:29]=[CH:28][CH:27]=1.[C:32]([O:36][CH2:37][CH2:38][CH2:39][CH3:40])(=[O:35])[CH:33]=[CH2:34].[C:41]([OH:45])(=[O:44])[CH:42]=[CH2:43].C(S)CCCCCCCCCCC. (4) Given the product [Si:1]([O:8][CH2:9][CH2:10][O:11][C:12]1[CH:21]=[C:20]2[C:15]([N:16]=[CH:17][C:18]([C:22]3[CH:28]=[CH:27][C:25]([NH:26][CH3:36])=[CH:24][CH:23]=3)=[N:19]2)=[CH:14][CH:13]=1)([C:4]([CH3:7])([CH3:5])[CH3:6])([CH3:3])[CH3:2], predict the reactants needed to synthesize it. The reactants are: [Si:1]([O:8][CH2:9][CH2:10][O:11][C:12]1[CH:21]=[C:20]2[C:15]([N:16]=[CH:17][C:18]([C:22]3[CH:28]=[CH:27][C:25]([NH2:26])=[CH:24][CH:23]=3)=[N:19]2)=[CH:14][CH:13]=1)([C:4]([CH3:7])([CH3:6])[CH3:5])([CH3:3])[CH3:2].C=O.C[O-].[Na+].B.[Na].[C:36](=O)([O-])O.[Na+]. (5) Given the product [F:20][C:15]1[CH:16]=[CH:17][CH:18]=[CH:19][C:14]=1[C:11]1[CH:12]=[CH:13][C:8]2[N:7]=[C:24]([C:25]3[CH:30]=[CH:29][CH:28]=[C:27]([C:31]4[CH:36]=[CH:35][N:34]=[CH:33][CH:32]=4)[CH:26]=3)[CH2:23][C:22](=[O:38])[NH:21][C:9]=2[CH:10]=1, predict the reactants needed to synthesize it. The reactants are: C(OC(=O)[NH:7][C:8]1[CH:13]=[CH:12][C:11]([C:14]2[CH:19]=[CH:18][CH:17]=[CH:16][C:15]=2[F:20])=[CH:10][C:9]=1[NH:21][C:22](=[O:38])[CH2:23][C:24](=O)[C:25]1[CH:30]=[CH:29][CH:28]=[C:27]([C:31]2[CH:36]=[CH:35][N:34]=[CH:33][CH:32]=2)[CH:26]=1)(C)(C)C.C(O)(C(F)(F)F)=O. (6) Given the product [N:4]1([CH2:15][C:16]2[N:17]=[CH:18][C:19]([C:22]3[CH:23]=[CH:24][C:25]([C@@H:28]([OH:32])[C@H:29]([NH:30][C:35](=[O:39])[CH:36]([Cl:38])[Cl:37])[CH2:40][F:41])=[CH:26][CH:27]=3)=[CH:20][CH:21]=2)[CH2:5][CH2:9][CH2:7]1, predict the reactants needed to synthesize it. The reactants are: C([N:4]([CH:7]([CH3:9])C)[CH2:5]C)(C)C.CS(O[CH2:15][C:16]1[CH:21]=[CH:20][C:19]([C:22]2[CH:27]=[CH:26][C:25]([C@H:28]3[O:32]C(C)(C)[N:30]([C:35](=[O:39])[CH:36]([Cl:38])[Cl:37])[C@@H:29]3[CH2:40][F:41])=[CH:24][CH:23]=2)=[CH:18][N:17]=1)(=O)=O.N1CCC1.Cl.